Dataset: Forward reaction prediction with 1.9M reactions from USPTO patents (1976-2016). Task: Predict the product of the given reaction. Given the reactants ClC1C=CC=C(C(OO)=[O:9])C=1.ClCCl.[CH:15]([C:19]1[C:20]([Cl:34])=[N:21][C:22]([S:32][CH3:33])=[N:23][C:24]=1[N:25]1[CH2:30][CH2:29][CH:28]([CH3:31])[CH2:27][CH2:26]1)([CH2:17][CH3:18])[CH3:16].[OH2:35], predict the reaction product. The product is: [CH:15]([C:19]1[C:20]([Cl:34])=[N:21][C:22]([S:32]([CH3:33])(=[O:9])=[O:35])=[N:23][C:24]=1[N:25]1[CH2:26][CH2:27][CH:28]([CH3:31])[CH2:29][CH2:30]1)([CH2:17][CH3:18])[CH3:16].